This data is from Reaction yield outcomes from USPTO patents with 853,638 reactions. The task is: Predict the reaction yield, written as a fraction of the theoretical maximum amount of product (1.0 means a 100% yield; for example, 0.34 means a 34% yield). (1) The catalyst is C1C=CC=CC=1.[Ag]. The reactants are Br[CH2:2][CH2:3][CH2:4][CH2:5][C:6]([O:8][C:9]([CH3:12])([CH3:11])[CH3:10])=[O:7].[OH:13][C:14]1[C:15](=[O:25])[C:16]2[C:21]([C:22](=[O:24])[CH:23]=1)=[CH:20][CH:19]=[CH:18][CH:17]=2. The yield is 0.300. The product is [O:25]=[C:15]1[C:16]2[C:21](=[CH:20][CH:19]=[CH:18][CH:17]=2)[C:22]([O:24][CH2:2][CH2:3][CH2:4][CH2:5][C:6]([O:8][C:9]([CH3:12])([CH3:11])[CH3:10])=[O:7])=[CH:23][C:14]1=[O:13]. (2) The reactants are [F:1][C:2]1[CH:7]=[CH:6][C:5]([N:8]([CH2:12][CH2:13][OH:14])[CH2:9][CH2:10][OH:11])=[CH:4][CH:3]=1.[H-].[Na+].CS([C:21]1[N:33]=[C:24]2[N:25]=[C:26]([CH2:31][CH3:32])[CH:27]=[C:28]([CH2:29][CH3:30])[N:23]2[N:22]=1)(=O)=O. The catalyst is O1CCCC1. The product is [CH2:31]([C:26]1[CH:27]=[C:28]([CH2:29][CH3:30])[N:23]2[N:22]=[C:21]([O:11][CH2:10][CH2:9][N:8]([C:5]3[CH:4]=[CH:3][C:2]([F:1])=[CH:7][CH:6]=3)[CH2:12][CH2:13][OH:14])[N:33]=[C:24]2[N:25]=1)[CH3:32]. The yield is 0.430.